From a dataset of NCI-60 drug combinations with 297,098 pairs across 59 cell lines. Regression. Given two drug SMILES strings and cell line genomic features, predict the synergy score measuring deviation from expected non-interaction effect. (1) Drug 1: CCCS(=O)(=O)NC1=C(C(=C(C=C1)F)C(=O)C2=CNC3=C2C=C(C=N3)C4=CC=C(C=C4)Cl)F. Drug 2: CC(C)(C#N)C1=CC(=CC(=C1)CN2C=NC=N2)C(C)(C)C#N. Cell line: SK-MEL-2. Synergy scores: CSS=-3.52, Synergy_ZIP=0.603, Synergy_Bliss=1.28, Synergy_Loewe=-2.12, Synergy_HSA=-2.12. (2) Drug 1: CCN(CC)CCNC(=O)C1=C(NC(=C1C)C=C2C3=C(C=CC(=C3)F)NC2=O)C. Drug 2: CC(C)NC(=O)C1=CC=C(C=C1)CNNC.Cl. Cell line: A498. Synergy scores: CSS=-2.31, Synergy_ZIP=0.0217, Synergy_Bliss=-2.61, Synergy_Loewe=-4.51, Synergy_HSA=-4.25. (3) Drug 1: CC1=C(C=C(C=C1)NC(=O)C2=CC=C(C=C2)CN3CCN(CC3)C)NC4=NC=CC(=N4)C5=CN=CC=C5. Drug 2: B(C(CC(C)C)NC(=O)C(CC1=CC=CC=C1)NC(=O)C2=NC=CN=C2)(O)O. Cell line: MOLT-4. Synergy scores: CSS=61.3, Synergy_ZIP=-0.171, Synergy_Bliss=0.620, Synergy_Loewe=-9.38, Synergy_HSA=2.17. (4) Synergy scores: CSS=32.2, Synergy_ZIP=-10.1, Synergy_Bliss=-10.0, Synergy_Loewe=-1.93, Synergy_HSA=-0.694. Drug 1: CC1=C(N=C(N=C1N)C(CC(=O)N)NCC(C(=O)N)N)C(=O)NC(C(C2=CN=CN2)OC3C(C(C(C(O3)CO)O)O)OC4C(C(C(C(O4)CO)O)OC(=O)N)O)C(=O)NC(C)C(C(C)C(=O)NC(C(C)O)C(=O)NCCC5=NC(=CS5)C6=NC(=CS6)C(=O)NCCC[S+](C)C)O. Cell line: HCC-2998. Drug 2: CC1=C(C(=O)C2=C(C1=O)N3CC4C(C3(C2COC(=O)N)OC)N4)N.